Task: Predict which catalyst facilitates the given reaction.. Dataset: Catalyst prediction with 721,799 reactions and 888 catalyst types from USPTO (1) Reactant: [CH2:16]1[C:17](=O)[N:12](OC(O[N:12]2[C:17](=O)[CH2:16][CH2:15][C:13]2=[O:14])=O)[C:13](=[O:14])[CH2:15]1.N1[CH:24]=[CH:23][CH:22]=[CH:21][CH:20]=1.C([N:28]([CH2:32]C)[CH:29]([CH3:31])[CH3:30])(C)C.[Cl:34][C:35]1[CH:36]=[C:37]2[C:42](=[CH:43][CH:44]=1)[O:41]CC(=O)C2.Cl.CC[O:49]C(C)=O. Product: [Cl:34][C:35]1[CH:44]=[C:43]2[C:42](=[CH:37][CH:36]=1)[O:41][CH2:30][CH:29]([NH:28][C:32]([NH:12][C:17]1[CH:24]=[CH:23][CH:22]=[C:21]3[C:16]=1[CH2:15][C@H:13]([OH:14])[CH2:20]3)=[O:49])[CH2:31]2. The catalyst class is: 10. (2) Reactant: [CH3:1][S:2]([O:5][CH2:6][CH2:7][CH2:8][NH:9][S:10]([C:13]1[CH:18]=[C:17]([F:19])[C:16]([CH2:20][S:21][C:22]2[N:23]([C:39]3[CH:44]=[CH:43][C:42]([F:45])=[CH:41][CH:40]=3)[C:24]([C:27]([C:30]3[CH:35]=[CH:34][C:33]([F:36])=[C:32]([O:37][CH3:38])[CH:31]=3)([CH3:29])[CH3:28])=[CH:25][N:26]=2)=[C:15]([Cl:46])[CH:14]=1)(=[O:12])=[O:11])(=[O:4])=[O:3].[N:47]1[CH:52]=[CH:51][CH:50]=[CH:49][CH:48]=1. Product: [CH3:1][S:2]([O-:5])(=[O:4])=[O:3].[Cl:46][C:15]1[CH:14]=[C:13]([S:10]([NH:9][CH2:8][CH2:7][CH2:6][N+:47]2[CH:52]=[CH:51][CH:50]=[CH:49][CH:48]=2)(=[O:11])=[O:12])[CH:18]=[C:17]([F:19])[C:16]=1[CH2:20][S:21][C:22]1[N:23]([C:39]2[CH:40]=[CH:41][C:42]([F:45])=[CH:43][CH:44]=2)[C:24]([C:27]([C:30]2[CH:35]=[CH:34][C:33]([F:36])=[C:32]([O:37][CH3:38])[CH:31]=2)([CH3:28])[CH3:29])=[CH:25][N:26]=1. The catalyst class is: 23.